Dataset: Forward reaction prediction with 1.9M reactions from USPTO patents (1976-2016). Task: Predict the product of the given reaction. (1) Given the reactants [S:1]1[CH:5]=[CH:4][C:3]2[C:6](=O)[CH2:7][CH2:8][C:2]1=2.[F:10][C:11]1[CH:16]=[CH:15][CH:14]=[C:13]([N:17]=[C:18]=S)[CH:12]=1.C[Si](C)(C)[Si](C)(C)C.[Li].O.[NH2:30][NH2:31], predict the reaction product. The product is: [S:1]1[CH:5]=[CH:4][C:3]2[C:6]3[NH:30][N:31]=[C:18]([NH:17][C:13]4[CH:14]=[CH:15][CH:16]=[C:11]([F:10])[CH:12]=4)[C:7]=3[CH2:8][C:2]1=2. (2) Given the reactants [CH3:1][O:2][C:3]1[CH:4]=[C:5]2[C:10](=[CH:11][C:12]=1[OH:13])[N:9]=[CH:8][CH:7]=[C:6]2[O:14][C:15]1[C:16]([CH3:25])=[N:17][C:18]2[C:23]([CH:24]=1)=[CH:22][CH:21]=[CH:20][CH:19]=2.Br[CH2:27][CH2:28][N:29]1[C:37](=[O:38])[C:36]2[C:31](=[CH:32][CH:33]=[CH:34][CH:35]=2)[C:30]1=[O:39].C(=O)([O-])[O-].[K+].[K+], predict the reaction product. The product is: [CH3:1][O:2][C:3]1[CH:4]=[C:5]2[C:10](=[CH:11][C:12]=1[O:13][CH2:27][CH2:28][N:29]1[C:30](=[O:39])[C:31]3[C:36](=[CH:35][CH:34]=[CH:33][CH:32]=3)[C:37]1=[O:38])[N:9]=[CH:8][CH:7]=[C:6]2[O:14][C:15]1[C:16]([CH3:25])=[N:17][C:18]2[C:23]([CH:24]=1)=[CH:22][CH:21]=[CH:20][CH:19]=2. (3) Given the reactants [Br-:1].[Br-].[Br-].C1([N+](C)(C)C)C=CC=CC=1.C1([N+](C)(C)C)C=CC=CC=1.C1([N+](C)(C)C)C=CC=CC=1.[CH3:34][O:35][C:36]1[CH:41]=[CH:40][C:39]([C:42](=[O:44])[CH3:43])=[CH:38][C:37]=1[CH3:45], predict the reaction product. The product is: [Br:1][CH2:43][C:42]([C:39]1[CH:40]=[CH:41][C:36]([O:35][CH3:34])=[C:37]([CH3:45])[CH:38]=1)=[O:44]. (4) Given the reactants [F:1][C:2]1[C:3]([NH:27][CH:28]2[CH2:33][C:32]([CH3:35])([CH3:34])[NH:31][C:30]([CH3:37])([CH3:36])[CH2:29]2)=[N:4][C:5]([NH:8][C:9]2[CH:10]=[C:11]([N:20]3[C:24](=[O:25])[N:23]([CH3:26])[N:22]=[N:21]3)[C:12]([CH3:19])=[C:13]([CH:18]=2)[C:14]([O:16]C)=[O:15])=[N:6][CH:7]=1.[Li+].[OH-].Cl, predict the reaction product. The product is: [F:1][C:2]1[C:3]([NH:27][CH:28]2[CH2:33][C:32]([CH3:35])([CH3:34])[NH:31][C:30]([CH3:37])([CH3:36])[CH2:29]2)=[N:4][C:5]([NH:8][C:9]2[CH:10]=[C:11]([N:20]3[C:24](=[O:25])[N:23]([CH3:26])[N:22]=[N:21]3)[C:12]([CH3:19])=[C:13]([CH:18]=2)[C:14]([OH:16])=[O:15])=[N:6][CH:7]=1. (5) Given the reactants [F:1][C:2]1[C:3]([NH:23][C:24]2[CH:29]=[CH:28][C:27]([I:30])=[CH:26][C:25]=2[F:31])=[C:4]([CH:12]=[C:13](/[CH:16]=[N:17]/[O:18][CH2:19][CH2:20][S:21][CH3:22])[C:14]=1[F:15])[C:5]([NH:7][O:8][CH2:9][CH2:10][OH:11])=[O:6].ClC(Cl)C(O)=O, predict the reaction product. The product is: [F:1][C:2]1[C:3]([NH:23][C:24]2[CH:29]=[CH:28][C:27]([I:30])=[CH:26][C:25]=2[F:31])=[C:4]([CH:12]=[C:13]([CH2:16][NH:17][O:18][CH2:19][CH2:20][S:21][CH3:22])[C:14]=1[F:15])[C:5]([NH:7][O:8][CH2:9][CH2:10][OH:11])=[O:6].